Dataset: Reaction yield outcomes from USPTO patents with 853,638 reactions. Task: Predict the reaction yield, written as a fraction of the theoretical maximum amount of product (1.0 means a 100% yield; for example, 0.34 means a 34% yield). (1) The reactants are [NH2:1][CH:2]1[CH2:7][CH2:6][N:5]([CH2:8][CH2:9][N:10]2[C:19]3[C:14](=[CH:15][C:16]([F:21])=[C:17]([F:20])[CH:18]=3)[N:13]=[CH:12][C:11]2=[O:22])[CH2:4][CH2:3]1.[O:23]=[C:24]1[CH2:29][O:28][C:27]2[CH:30]=[CH:31][C:32]([CH:34]=O)=[N:33][C:26]=2[NH:25]1.C(O[BH-](OC(=O)C)OC(=O)C)(=O)C.[Na+]. No catalyst specified. The product is [F:21][C:16]1[CH:15]=[C:14]2[C:19](=[CH:18][C:17]=1[F:20])[N:10]([CH2:9][CH2:8][N:5]1[CH2:6][CH2:7][CH:2]([NH:1][CH2:34][C:32]3[CH:31]=[CH:30][C:27]4[O:28][CH2:29][C:24](=[O:23])[NH:25][C:26]=4[N:33]=3)[CH2:3][CH2:4]1)[C:11](=[O:22])[CH:12]=[N:13]2. The yield is 0.620. (2) The yield is 0.900. The catalyst is CCOC(C)=O. The product is [F:2][C:3]1[CH:8]=[CH:7][C:6]([CH:9]2[C:13]3([CH2:14][CH2:15][NH:16][CH2:17][CH2:18]3)[C:12](=[O:19])[NH:11][CH2:10]2)=[CH:5][CH:4]=1. The reactants are Cl.[F:2][C:3]1[CH:8]=[CH:7][C:6]([CH:9]2[C:13]3([CH2:18][CH2:17][NH:16][CH2:15][CH2:14]3)[C:12](=[O:19])[NH:11][CH2:10]2)=[CH:5][CH:4]=1.[OH-].[Na+]. (3) The reactants are [N+:1]([C:4]1[CH:5]=[C:6]([CH:10]=[CH:11][CH:12]=1)[C:7](Cl)=[O:8])([O-:3])=[O:2].[NH2:13][C:14]1[CH:15]=[N:16][CH:17]=[CH:18][C:19]=1[OH:20].C([O-])([O-])=O.[Na+].[Na+]. The catalyst is N1C=CC=CC=1. The product is [OH:20][C:19]1[CH:18]=[CH:17][N:16]=[CH:15][C:14]=1[NH:13][C:7](=[O:8])[C:6]1[CH:10]=[CH:11][CH:12]=[C:4]([N+:1]([O-:3])=[O:2])[CH:5]=1. The yield is 0.660.